Dataset: Forward reaction prediction with 1.9M reactions from USPTO patents (1976-2016). Task: Predict the product of the given reaction. (1) Given the reactants N1C=CC=C([CH2:7][OH:8])C=1.[N:9]1C=C(CO)C=NC=1.[N:17]1[CH:22]=[C:21]([CH2:23][O:24][CH2:25][C:26]2[CH:31]=[CH:30][C:29]([C:32]3[CH:37]=[CH:36][C:35]([C:38]4(C(O)=O)[CH2:40][CH2:39]4)=[CH:34][CH:33]=3)=[CH:28][CH:27]=2)[CH:20]=[N:19][CH:18]=1.[N:44]12[CH2:51][CH2:50][CH:47]([CH2:48][CH2:49]1)[CH:46]([OH:52])[CH2:45]2, predict the reaction product. The product is: [N:44]12[CH2:51][CH2:50][CH:47]([CH2:48][CH2:49]1)[CH:46]([O:52][C:7](=[O:8])[NH:9][C:38]1([C:35]3[CH:36]=[CH:37][C:32]([C:29]4[CH:28]=[CH:27][C:26]([CH2:25][O:24][CH2:23][C:21]5[CH:22]=[N:17][CH:18]=[N:19][CH:20]=5)=[CH:31][CH:30]=4)=[CH:33][CH:34]=3)[CH2:39][CH2:40]1)[CH2:45]2. (2) Given the reactants Cl.[CH2:2]([N:9]1[CH2:14][CH2:13][CH:12]([C:15]([OH:17])=O)[CH2:11][CH2:10]1)[C:3]1[CH:8]=[CH:7][CH:6]=[CH:5][CH:4]=1.[CH3:18][CH:19]1[CH2:24][NH:23][CH2:22][CH:21]([CH3:25])[NH:20]1.C(N(CC)CC)C.C(Cl)CCl, predict the reaction product. The product is: [CH2:2]([N:9]1[CH2:10][CH2:11][CH:12]([C:15]([N:23]2[CH2:22][CH:21]([CH3:25])[NH:20][CH:19]([CH3:18])[CH2:24]2)=[O:17])[CH2:13][CH2:14]1)[C:3]1[CH:4]=[CH:5][CH:6]=[CH:7][CH:8]=1. (3) The product is: [Cl:1][C:2]1[CH:3]=[CH:4][C:5]2[N:11]3[CH:12]=[CH:13][N:14]=[C:10]3[CH:9]([CH2:15][CH2:16][OH:17])[O:8][CH:7]([C:21]3[CH:26]=[CH:25][CH:24]=[C:23]([O:27][CH3:28])[C:22]=3[O:29][CH3:30])[C:6]=2[CH:31]=1. Given the reactants [Cl:1][C:2]1[CH:3]=[CH:4][C:5]2[N:11]3[CH:12]=[CH:13][N:14]=[C:10]3[CH:9]([CH2:15][CH:16]3OCC[O:17]3)[O:8][CH:7]([C:21]3[CH:26]=[CH:25][CH:24]=[C:23]([O:27][CH3:28])[C:22]=3[O:29][CH3:30])[C:6]=2[CH:31]=1.Cl(O)(=O)(=O)=O, predict the reaction product. (4) Given the reactants [C:1]1(=[O:7])[O:6][C:4](=[O:5])[CH:3]=[CH:2]1.[CH3:8][C:9]1[O:10][C:11]([CH3:14])=[CH:12][CH:13]=1, predict the reaction product. The product is: [CH3:8][C:9]12[O:10][C:11]([CH3:14])([CH:12]=[CH:13]1)[CH:3]1[CH:2]2[C:1](=[O:7])[O:6][C:4]1=[O:5]. (5) Given the reactants [N:1]1[CH:6]=[CH:5][C:4]([C:7]2[CH:8]=[C:9]([CH:24]=[CH:25][CH:26]=2)[CH:10]=[C:11]2[CH2:16][CH2:15][N:14]([C:17]([O:19][C:20]([CH3:23])([CH3:22])[CH3:21])=[O:18])[CH2:13][CH2:12]2)=[CH:3][CH:2]=1, predict the reaction product. The product is: [N:1]1[CH:6]=[CH:5][C:4]([C:7]2[CH:8]=[C:9]([CH:24]=[CH:25][CH:26]=2)[CH2:10][CH:11]2[CH2:16][CH2:15][N:14]([C:17]([O:19][C:20]([CH3:21])([CH3:22])[CH3:23])=[O:18])[CH2:13][CH2:12]2)=[CH:3][CH:2]=1. (6) Given the reactants [NH2:1][C:2]1[CH:7]=[CH:6][C:5]([Br:8])=[CH:4][N:3]=1.O.N1C2C(=CC=C3C=2N=CC=C3)C=CC=1.[C:24](#[N:31])[C:25]1[CH:30]=[CH:29][CH:28]=[CH:27][CH:26]=1, predict the reaction product. The product is: [Br:8][C:5]1[CH:6]=[CH:7][C:2]2[N:3]([N:31]=[C:24]([C:25]3[CH:30]=[CH:29][CH:28]=[CH:27][CH:26]=3)[N:1]=2)[CH:4]=1. (7) Given the reactants [F:1][C:2]1[CH:3]=[N:4][C:5]([C:8]#N)=[N:6][CH:7]=1.Cl.[C:11]([O-])(O)=[O:12].[Na+].C[OH:17], predict the reaction product. The product is: [F:1][C:2]1[CH:3]=[N:4][C:5]([C:8]([O:12][CH3:11])=[O:17])=[N:6][CH:7]=1. (8) Given the reactants [OH:1][CH2:2][C:3]12[CH2:12][CH:7]3[CH2:8][CH:9]([CH2:11][C:5]([NH:13][C:14](=[O:20])[O:15][C:16]([CH3:19])([CH3:18])[CH3:17])([CH2:6]3)[CH2:4]1)[CH2:10]2.C1C=C[NH+]=CC=1.[O-][Cr](Cl)(=O)=O, predict the reaction product. The product is: [C:16]([O:15][C:14](=[O:20])[NH:13][C:5]12[CH2:11][CH:9]3[CH2:8][CH:7]([CH2:12][C:3]([CH:2]=[O:1])([CH2:10]3)[CH2:4]1)[CH2:6]2)([CH3:19])([CH3:17])[CH3:18]. (9) Given the reactants Br[C:2]1[CH:7]=[C:6]([CH3:8])[CH:5]=[C:4]([N+:9]([O-:11])=[O:10])[C:3]=1OC.[C:14]([C:17]1[CH:18]=C(B(O)O)[CH:20]=[CH:21][CH:22]=1)(O)=O.[C:26](=[O:29])([O-])[O-:27].[Na+].[Na+].[O:32]1CCOC[CH2:33]1, predict the reaction product. The product is: [CH3:33][O:32][C:20]1[CH:21]=[CH:22][C:17]([CH3:14])=[CH:18][C:8]=1[C:6]1[CH2:5][C:4]([N+:9]([O-:11])=[O:10])([C:26]([OH:27])=[O:29])[CH:3]=[CH:2][CH:7]=1.